The task is: Predict the reactants needed to synthesize the given product.. This data is from Full USPTO retrosynthesis dataset with 1.9M reactions from patents (1976-2016). The reactants are: C(O)(C(F)(F)F)=O.[NH:8]1[C:12](=[O:13])[CH:11]=[CH:10][C:9]1=[O:14].CO[CH2:17][N:18]([CH2:24][C:25]1[CH:30]=[CH:29][CH:28]=[CH:27][CH:26]=1)[CH2:19][Si](C)(C)C. Given the product [CH2:24]([N:18]1[CH2:19][CH:10]2[C:9](=[O:14])[NH:8][C:12](=[O:13])[CH:11]2[CH2:17]1)[C:25]1[CH:30]=[CH:29][CH:28]=[CH:27][CH:26]=1, predict the reactants needed to synthesize it.